Dataset: Reaction yield outcomes from USPTO patents with 853,638 reactions. Task: Predict the reaction yield, written as a fraction of the theoretical maximum amount of product (1.0 means a 100% yield; for example, 0.34 means a 34% yield). (1) The reactants are [C:1]([O:5][C:6](=[O:15])[CH2:7]/[N:8]=[CH:9]/[CH2:10][C:11]([CH3:14])([CH3:13])[CH3:12])([CH3:4])([CH3:3])[CH3:2].[Br:16][C:17]1[CH:18]=[N:19][C:20](/[C:23](=[CH:26]\[C:27]2[CH:32]=[CH:31][CH:30]=[C:29]([Cl:33])[C:28]=2[F:34])/[C:24]#[N:25])=[N:21][CH:22]=1.C(N(CC)CC)C.C1CCN2C(=NCCC2)CC1. The catalyst is ClCCl.C(O)(C)(C)C. The product is [C:1]([O:5][C:6]([CH:7]1[CH:26]([C:27]2[CH:32]=[CH:31][CH:30]=[C:29]([Cl:33])[C:28]=2[F:34])[C:23]([C:20]2[N:21]=[CH:22][C:17]([Br:16])=[CH:18][N:19]=2)([C:24]#[N:25])[CH:9]([CH2:10][C:11]([CH3:14])([CH3:13])[CH3:12])[NH:8]1)=[O:15])([CH3:4])([CH3:3])[CH3:2]. The yield is 0.200. (2) The reactants are C[O:2][C:3](=[O:40])[C@@H:4]([NH:8][S:9]([C:12]1[CH:17]=[CH:16][C:15]([C:18]2[CH:23]=[CH:22][C:21]([NH:24][C:25]([C:27]3[O:28][C:29]4[CH:36]=[CH:35][CH:34]=[C:33]([O:37][CH2:38][CH3:39])[C:30]=4[C:31]=3[CH3:32])=[O:26])=[CH:20][CH:19]=2)=[CH:14][CH:13]=1)(=[O:11])=[O:10])[CH:5]([CH3:7])[CH3:6].[Li+].[OH-].[CH2:43]1COCC1. No catalyst specified. The product is [CH3:6][CH:5]([CH3:7])[C@H:4]([NH:8][S:9]([C:12]1[CH:13]=[CH:14][C:15]([C:18]2[CH:23]=[CH:22][C:21]([NH:24][C:25]([C:27]3[O:28][C:29]4[CH:36]=[CH:35][CH:34]=[C:33]([O:37][CH2:38][CH2:39][CH3:43])[C:30]=4[C:31]=3[CH3:32])=[O:26])=[CH:20][CH:19]=2)=[CH:16][CH:17]=1)(=[O:10])=[O:11])[C:3]([OH:2])=[O:40]. The yield is 0.860.